From a dataset of Reaction yield outcomes from USPTO patents with 853,638 reactions. Predict the reaction yield, written as a fraction of the theoretical maximum amount of product (1.0 means a 100% yield; for example, 0.34 means a 34% yield). (1) The product is [Si:14]([O:9][CH2:8][C:5]1[CH:4]=[CH:3][C:2]([Cl:1])=[N:7][CH:6]=1)([C:11]([CH3:13])([CH3:12])[CH3:10])([CH3:16])[CH3:15]. The reactants are [Cl:1][C:2]1[N:7]=[CH:6][C:5]([CH2:8][OH:9])=[CH:4][CH:3]=1.[CH3:10][C:11]([Si:14](Cl)([CH3:16])[CH3:15])([CH3:13])[CH3:12].N1C=CN=C1. The yield is 0.540. The catalyst is C1COCC1. (2) The reactants are [OH:1][C:2]1[CH:7]=[C:6]([O:8][CH3:9])[CH:5]=[CH:4][C:3]=1[NH:10][C:11](=[O:14])[CH2:12][CH3:13].Cl.CN(C)C=O.C1C=C([Cl:27])C=C(C(OO)=O)C=1. The catalyst is CN(C=O)C. The product is [Cl:27][C:5]1[C:6]([O:8][CH3:9])=[CH:7][C:2]([OH:1])=[C:3]([NH:10][C:11](=[O:14])[CH2:12][CH3:13])[CH:4]=1. The yield is 0.710. (3) The product is [Cl:18][C:19]1[C:20]([C:25]([CH3:30])([CH3:29])[C:26]([NH:17][C@H:14]2[CH2:15][CH2:16][C@H:11]([NH:10][C:7]3[CH:6]=[CH:5][C:4]([CH3:3])=[CH:9][N:8]=3)[CH2:12][CH2:13]2)=[O:27])=[N:21][CH:22]=[CH:23][N:24]=1. The catalyst is ClCCl. The reactants are Cl.Cl.[CH3:3][C:4]1[CH:5]=[CH:6][C:7]([NH:10][C@H:11]2[CH2:16][CH2:15][C@H:14]([NH2:17])[CH2:13][CH2:12]2)=[N:8][CH:9]=1.[Cl:18][C:19]1[C:20]([C:25]([CH3:30])([CH3:29])[C:26](O)=[O:27])=[N:21][CH:22]=[CH:23][N:24]=1.CN(C(ON1N=NC2C=CC=NC1=2)=[N+](C)C)C.F[P-](F)(F)(F)(F)F.C(N(CC)CC)C. The yield is 0.731. (4) The reactants are [I:1][C:2]1[CH:7]=[CH:6][C:5]([OH:8])=[CH:4][CH:3]=1.F[C:10]1[CH:23]=[CH:22][C:13]([C:14]([C:16]2[CH:21]=[CH:20][CH:19]=[CH:18][CH:17]=2)=[O:15])=[CH:12][CH:11]=1.C(=O)([O-])[O-].[K+].[K+].CN(C=O)C. The catalyst is C1(C)C=CC=CC=1. The product is [I:1][C:2]1[CH:7]=[CH:6][C:5]([O:8][C:22]2[CH:23]=[CH:10][CH:11]=[CH:12][C:13]=2[C:14]([C:16]2[CH:21]=[CH:20][CH:19]=[CH:18][CH:17]=2)=[O:15])=[CH:4][CH:3]=1. The yield is 0.870. (5) The reactants are [OH:1][C:2]1[C:9]([CH:10]([CH3:12])[CH3:11])=[CH:8][CH:7]=[CH:6][C:3]=1[CH:4]=[O:5].[CH2:13](Br)[C:14]1[CH:19]=[CH:18][CH:17]=[CH:16][CH:15]=1.C(=O)([O-])[O-].[K+].[K+].Cl. The catalyst is CN(C)C=O. The yield is 0.930. The product is [CH2:13]([O:1][C:2]1[C:9]([CH:10]([CH3:12])[CH3:11])=[CH:8][CH:7]=[CH:6][C:3]=1[CH:4]=[O:5])[C:14]1[CH:19]=[CH:18][CH:17]=[CH:16][CH:15]=1. (6) The reactants are Cl[CH2:2][C:3]1[N:4]=[C:5]([CH:8]2[CH2:13][CH2:12][CH:11]([O:14][C:15]3[N:20]=[CH:19][C:18]([CH2:21][CH3:22])=[CH:17][N:16]=3)[CH2:10][CH2:9]2)[S:6][CH:7]=1.[CH3:23][S:24]([C:27]1[CH:32]=[CH:31][C:30]([OH:33])=[CH:29][CH:28]=1)(=[O:26])=[O:25].C(=O)([O-])[O-].[K+].[K+].[I-].[K+]. The catalyst is CN(C=O)C.O. The product is [CH2:21]([C:18]1[CH:17]=[N:16][C:15]([O:14][CH:11]2[CH2:12][CH2:13][CH:8]([C:5]3[S:6][CH:7]=[C:3]([CH2:2][O:33][C:30]4[CH:29]=[CH:28][C:27]([S:24]([CH3:23])(=[O:26])=[O:25])=[CH:32][CH:31]=4)[N:4]=3)[CH2:9][CH2:10]2)=[N:20][CH:19]=1)[CH3:22]. The yield is 0.860. (7) The reactants are [F:1][C:2]1[CH:7]=[C:6](I)[CH:5]=[CH:4][C:3]=1[N:9]1[CH:14]=[C:13]([O:15][CH3:16])[C:12](=[O:17])[C:11]([C:18]2[N:22]([C:23]3[CH:28]=[CH:27][CH:26]=[CH:25][CH:24]=3)[N:21]=[CH:20][CH:19]=2)=[N:10]1.[NH:29]1[CH2:32][CH2:31][C:30]1=[O:33].[O-]P([O-])([O-])=O.[K+].[K+].[K+].N[C@@H]1CCCC[C@H]1N. The catalyst is O1CCOCC1.C([O-])(O)=O.[Na+].[Cu]I. The product is [F:1][C:2]1[CH:7]=[C:6]([N:29]2[CH2:32][CH2:31][C:30]2=[O:33])[CH:5]=[CH:4][C:3]=1[N:9]1[CH:14]=[C:13]([O:15][CH3:16])[C:12](=[O:17])[C:11]([C:18]2[N:22]([C:23]3[CH:28]=[CH:27][CH:26]=[CH:25][CH:24]=3)[N:21]=[CH:20][CH:19]=2)=[N:10]1. The yield is 0.440. (8) The reactants are [CH:1]1([C:4]2[C:13]([C:14]3[NH:22][C:17]4[CH:18]=[N:19][CH:20]=[CH:21][C:16]=4[N:15]=3)=[CH:12][C:7]([C:8]([O:10][CH3:11])=[O:9])=[C:6]([CH3:23])[CH:5]=2)[CH2:3][CH2:2]1.[I:24][CH3:25]. The catalyst is ClCCl. The product is [I-:24].[CH:1]1([C:4]2[CH:5]=[C:6]([CH3:23])[C:7]([C:8]([O:10][CH3:11])=[O:9])=[CH:12][C:13]=2[C:14]2[NH:22][C:17]3[CH:18]=[N+:19]([CH3:25])[CH:20]=[CH:21][C:16]=3[N:15]=2)[CH2:3][CH2:2]1. The yield is 0.410. (9) The catalyst is C(Cl)Cl.O. The reactants are [F:1][C:2]1[CH:10]=[CH:9][CH:8]=[C:7]2[C:3]=1[C:4]([C:12]([OH:14])=O)=[CH:5][N:6]2[CH3:11].CN(C=O)C.C(Cl)(=O)C(Cl)=O.[NH2:26][C:27]1[C:32]([Cl:33])=[CH:31][C:30]([CH2:34][C:35]([O:37][CH2:38][CH3:39])=[O:36])=[C:29]([F:40])[CH:28]=1.C(N(CC)CC)C. The product is [Cl:33][C:32]1[C:27]([NH:26][C:12]([C:4]2[C:3]3[C:7](=[CH:8][CH:9]=[CH:10][C:2]=3[F:1])[N:6]([CH3:11])[CH:5]=2)=[O:14])=[CH:28][C:29]([F:40])=[C:30]([CH2:34][C:35]([O:37][CH2:38][CH3:39])=[O:36])[CH:31]=1. The yield is 0.520. (10) The reactants are [CH3:1][O:2][C:3]1[CH:4]=[C:5]2[C:10](=[CH:11][C:12]=1[O:13][CH3:14])[C:9]([CH2:15][CH2:16][CH3:17])=[N:8][C:7]([OH:18])=[CH:6]2.[Cl:19][CH2:20][C:21]1[C:22]([NH:33][CH2:34][CH2:35][CH3:36])=[N:23][C:24]2[C:29]([CH:30]=1)=[CH:28][C:27]([O:31][CH3:32])=[CH:26][CH:25]=2.Cl.[Cl:38]CC1C(NCCC)=NC2C(C=1)=CC(OC)=CC=2. The catalyst is C1COCC1.CCCCCC.C(Cl)Cl. The product is [ClH:19].[ClH:38].[CH3:1][O:2][C:3]1[CH:4]=[C:5]2[C:10](=[CH:11][C:12]=1[O:13][CH3:14])[C:9]([CH2:15][CH2:16][CH3:17])=[N:8][C:7]([OH:18])=[C:6]2[CH2:20][C:21]1[C:22]([NH:33][CH2:34][CH2:35][CH3:36])=[N:23][C:24]2[C:29]([CH:30]=1)=[CH:28][C:27]([O:31][CH3:32])=[CH:26][CH:25]=2. The yield is 0.0500.